Dataset: Catalyst prediction with 721,799 reactions and 888 catalyst types from USPTO. Task: Predict which catalyst facilitates the given reaction. (1) Reactant: [NH:1]1[CH2:6][CH2:5][C:4]2([O:11][C:10](=[O:12])[NH:9][C:8]3[CH:13]=[CH:14][CH:15]=[CH:16][C:7]2=3)[CH2:3][CH2:2]1.[CH2:17]1[O:27][C:20]2([CH2:25][CH2:24][C:23](=O)[CH2:22][CH2:21]2)[O:19][CH2:18]1.C(O)(=O)C.C(O[BH-](OC(=O)C)OC(=O)C)(=O)C.[Na+]. Product: [O:19]1[C:20]2([CH2:25][CH2:24][CH:23]([N:1]3[CH2:2][CH2:3][C:4]4([O:11][C:10](=[O:12])[NH:9][C:8]5[CH:13]=[CH:14][CH:15]=[CH:16][C:7]4=5)[CH2:5][CH2:6]3)[CH2:22][CH2:21]2)[O:27][CH2:17][CH2:18]1. The catalyst class is: 26. (2) Reactant: CN([P+](ON1N=NC2C=CC=CC1=2)(N(C)C)N(C)C)C.F[P-](F)(F)(F)(F)F.C(N(CC)CC)C.[NH2:35][C:36]1[N:44]=[CH:43][CH:42]=[CH:41][C:37]=1[C:38]([OH:40])=O.[CH2:45]([O:52][C:53]1[CH:54]=[C:55]([CH:58]=[CH:59][CH:60]=1)[CH2:56][NH2:57])[C:46]1[CH:51]=[CH:50][CH:49]=[CH:48][CH:47]=1. Product: [CH2:45]([O:52][C:53]1[CH:54]=[C:55]([CH2:56][NH:57][C:38](=[O:40])[C:37]2[CH:41]=[CH:42][CH:43]=[N:44][C:36]=2[NH2:35])[CH:58]=[CH:59][CH:60]=1)[C:46]1[CH:47]=[CH:48][CH:49]=[CH:50][CH:51]=1. The catalyst class is: 3. (3) The catalyst class is: 9. Product: [NH2:20][C:16]1[N:15]=[C:14]([N:7]2[C:6]3[CH:21]=[C:2]([Br:1])[CH:3]=[CH:4][C:5]=3[N:9]=[C:8]2[O:22][CH:23]2[CH2:26][N:25]([C:27](=[O:29])[CH3:28])[CH2:24]2)[CH:19]=[CH:18][N:17]=1. Reactant: [Br:1][C:2]1[CH:3]=[CH:4][C:5]2[N:9]=[C:8](C(Cl)(Cl)Cl)[N:7]([C:14]3[CH:19]=[CH:18][N:17]=[C:16]([NH2:20])[N:15]=3)[C:6]=2[CH:21]=1.[OH:22][CH:23]1[CH2:26][N:25]([C:27](=[O:29])[CH3:28])[CH2:24]1.CC(C)([O-])C.[K+]. (4) Reactant: [CH3:1][C:2]1[C:3]([CH2:12][N:13]2[CH2:18][CH2:17][CH2:16][CH2:15][CH:14]2[C:19]2[CH:20]=[C:21]([CH:26]=[CH:27][CH:28]=2)[C:22](OC)=[O:23])=[C:4]2[C:8](=[C:9]([CH3:11])[CH:10]=1)[NH:7][CH:6]=[CH:5]2.[BH4-].[Na+]. Product: [CH3:1][C:2]1[C:3]([CH2:12][N:13]2[CH2:18][CH2:17][CH2:16][CH2:15][CH:14]2[C:19]2[CH:20]=[C:21]([CH2:22][OH:23])[CH:26]=[CH:27][CH:28]=2)=[C:4]2[C:8](=[C:9]([CH3:11])[CH:10]=1)[NH:7][CH:6]=[CH:5]2. The catalyst class is: 36. (5) Reactant: [N+:1]([C:4]1[CH:11]=[CH:10][CH:9]=[C:8]([N+]([O-])=O)[C:5]=1[CH:6]=O)([O-:3])=[O:2].Cl.[F:16][C:17]1[CH:22]=[CH:21][C:20]([NH:23][NH2:24])=[CH:19][CH:18]=1.C(=O)([O-])[O-].[Cs+].[Cs+].O. Product: [F:16][C:17]1[CH:22]=[CH:21][C:20]([N:23]2[C:8]3[C:5](=[C:4]([N+:1]([O-:3])=[O:2])[CH:11]=[CH:10][CH:9]=3)[CH:6]=[N:24]2)=[CH:19][CH:18]=1. The catalyst class is: 3. (6) Reactant: [CH3:1][C:2]1[CH:6]=[C:5]([CH3:7])[NH:4][C:3]=1/[CH:8]=[C:9]1\[C:10](=[O:21])[N:11]([C:18](Cl)=[O:19])[C:12]2[C:17]\1=[CH:16][CH:15]=[CH:14][CH:13]=2.[N:22]1([CH2:27][CH:28]([OH:31])[CH2:29][OH:30])[CH2:26][CH2:25][CH2:24][CH2:23]1.N1C=CC=CC=1. Product: [OH:31][CH:28]([CH2:27][N:22]1[CH2:26][CH2:25][CH2:24][CH2:23]1)[CH2:29][O:30][C:18]([N:11]1[C:12]2[C:17](=[CH:16][CH:15]=[CH:14][CH:13]=2)/[C:9](=[CH:8]/[C:3]2[NH:4][C:5]([CH3:7])=[CH:6][C:2]=2[CH3:1])/[C:10]1=[O:21])=[O:19]. The catalyst class is: 1. (7) Reactant: C(N(CC)CC)C.C1C=CC2N(O)N=NC=2C=1.CCN=C=NCCCN(C)C.Cl.[I:30][C:31]1[CH:36]=[CH:35][C:34]([CH2:37][C:38]([OH:40])=O)=[CH:33][CH:32]=1.[NH:41]1[CH2:46][CH2:45][O:44][CH2:43][CH2:42]1. Product: [I:30][C:31]1[CH:32]=[CH:33][C:34]([CH2:37][C:38]([N:41]2[CH2:46][CH2:45][O:44][CH2:43][CH2:42]2)=[O:40])=[CH:35][CH:36]=1. The catalyst class is: 3. (8) Reactant: [CH2:1]([O:8][C:9](=[O:53])[NH:10][CH:11]([C:22](=[O:52])[NH:23][CH:24]([C:35](=[O:51])[NH:36][CH:37]([C:45](=[O:50])N(OC)C)[CH2:38][C:39]1[CH:44]=[CH:43][CH:42]=[CH:41][CH:40]=1)[CH2:25][C:26]1[C:34]2[C:29](=[CH:30][CH:31]=[CH:32][CH:33]=2)[NH:28][CH:27]=1)[CH2:12][C:13]1[C:21]2[C:16](=[CH:17][CH:18]=[CH:19][CH:20]=2)[NH:15][CH:14]=1)[C:2]1[CH:7]=[CH:6][CH:5]=[CH:4][CH:3]=1.[H-].[Al+3].[Li+].[H-].[H-].[H-]. Product: [CH2:1]([O:8][C:9](=[O:53])[NH:10][CH:11]([C:22](=[O:52])[NH:23][CH:24]([C:35](=[O:51])[NH:36][CH:37]([CH:45]=[O:50])[CH2:38][C:39]1[CH:40]=[CH:41][CH:42]=[CH:43][CH:44]=1)[CH2:25][C:26]1[C:34]2[C:29](=[CH:30][CH:31]=[CH:32][CH:33]=2)[NH:28][CH:27]=1)[CH2:12][C:13]1[C:21]2[C:16](=[CH:17][CH:18]=[CH:19][CH:20]=2)[NH:15][CH:14]=1)[C:2]1[CH:7]=[CH:6][CH:5]=[CH:4][CH:3]=1. The catalyst class is: 1. (9) Reactant: [Cl:1][C:2]1[CH:3]=[C:4]([CH:8]=[C:9]([F:37])[C:10]=1[CH2:11][S:12][C:13]1[N:14]([C:30]2[CH:35]=[CH:34][C:33]([F:36])=[CH:32][CH:31]=2)[C:15]([C:18]([C:21]2[CH:26]=[CH:25][C:24]([Cl:27])=[C:23]([O:28][CH3:29])[CH:22]=2)([CH3:20])[CH3:19])=[CH:16][N:17]=1)[C:5]([OH:7])=O.[NH2:38][C@@H:39]([CH2:47][CH2:48][CH2:49][NH:50][C:51]([O:53][C:54]([CH3:57])([CH3:56])[CH3:55])=[O:52])[C:40]([O:42][C:43]([CH3:46])([CH3:45])[CH3:44])=[O:41].CN(C(ON1N=NC2C=CC=NC1=2)=[N+](C)C)C.F[P-](F)(F)(F)(F)F.CCN(C(C)C)C(C)C. Product: [C:54]([O:53][C:51]([NH:50][CH2:49][CH2:48][CH2:47][C@H:39]([NH:38][C:5](=[O:7])[C:4]1[CH:8]=[C:9]([F:37])[C:10]([CH2:11][S:12][C:13]2[N:14]([C:30]3[CH:35]=[CH:34][C:33]([F:36])=[CH:32][CH:31]=3)[C:15]([C:18]([C:21]3[CH:26]=[CH:25][C:24]([Cl:27])=[C:23]([O:28][CH3:29])[CH:22]=3)([CH3:20])[CH3:19])=[CH:16][N:17]=2)=[C:2]([Cl:1])[CH:3]=1)[C:40]([O:42][C:43]([CH3:46])([CH3:45])[CH3:44])=[O:41])=[O:52])([CH3:56])([CH3:57])[CH3:55]. The catalyst class is: 3.